This data is from Full USPTO retrosynthesis dataset with 1.9M reactions from patents (1976-2016). The task is: Predict the reactants needed to synthesize the given product. (1) Given the product [NH2:18][CH2:17][CH:14]1[CH2:13][CH2:12][N:11]([C:4]2[N:3]=[C:2]([NH:26][C:27]3[CH:28]=[CH:29][C:30]([N:33]4[CH2:34][CH2:35][N:36]([C:39](=[O:41])[CH3:40])[CH2:37][CH2:38]4)=[CH:31][CH:32]=3)[N:10]=[C:9]3[C:5]=2[N:6]=[CH:7][NH:8]3)[CH2:16][CH2:15]1, predict the reactants needed to synthesize it. The reactants are: Cl[C:2]1[N:10]=[C:9]2[C:5]([N:6]=[CH:7][NH:8]2)=[C:4]([N:11]2[CH2:16][CH2:15][CH:14]([CH2:17][NH:18]C(=O)OC(C)(C)C)[CH2:13][CH2:12]2)[N:3]=1.[NH2:26][C:27]1[CH:32]=[CH:31][C:30]([N:33]2[CH2:38][CH2:37][N:36]([C:39](=[O:41])[CH3:40])[CH2:35][CH2:34]2)=[CH:29][CH:28]=1.C[Si](Cl)(C)C. (2) Given the product [CH:18]([O:17][C:12]1[CH:13]=[CH:14][CH:15]=[CH:16][C:11]=1[O:10][CH2:9][CH2:8][NH:7][CH2:6][C:31]1[CH:26]=[C:27]([C:57]([N:58]2[CH2:37][CH2:36][CH2:35][CH2:34][CH2:33]2)=[O:56])[CH:28]=[CH:29][CH:30]=1)([CH3:19])[CH3:20], predict the reactants needed to synthesize it. The reactants are: C(O[C:6](=O)[NH:7][CH2:8][CH2:9][O:10][C:11]1[CH:16]=[CH:15][CH:14]=[CH:13][C:12]=1[O:17][CH:18]([CH3:20])[CH3:19])(C)(C)C.C(O[C:26]1[CH:31]=[CH:30][CH:29]=[CH:28][C:27]=1O)(C)C.[CH:33]1C=[CH:37][C:36](P([C:35]2[CH:36]=[CH:37]C=[CH:33][CH:34]=2)[C:35]2[CH:36]=[CH:37]C=[CH:33][CH:34]=2)=[CH:35][CH:34]=1.C([O:56][C:57](=O)[NH:58]CCO)(C)(C)C.N(C(OC(C)(C)C)=O)=NC(OC(C)(C)C)=O. (3) The reactants are: [C:1]1([C:7](=[CH2:21])[C:8]([C:10]2[CH:20]=[CH:19][C:13]3[O:14][CH2:15][C:16](=[O:18])[NH:17][C:12]=3[CH:11]=2)=O)[CH:6]=[CH:5][CH:4]=[CH:3][CH:2]=1.[CH3:22][NH:23][NH2:24]. Given the product [CH3:22][N:23]1[CH2:21][CH:7]([C:1]2[CH:6]=[CH:5][CH:4]=[CH:3][CH:2]=2)[C:8]([C:10]2[CH:20]=[CH:19][C:13]3[O:14][CH2:15][C:16](=[O:18])[NH:17][C:12]=3[CH:11]=2)=[N:24]1, predict the reactants needed to synthesize it.